This data is from Reaction yield outcomes from USPTO patents with 853,638 reactions. The task is: Predict the reaction yield, written as a fraction of the theoretical maximum amount of product (1.0 means a 100% yield; for example, 0.34 means a 34% yield). (1) The catalyst is C(Cl)Cl. The yield is 0.960. The product is [C:1]([NH:18][CH2:19][CH2:20][C:21]([OH:23])=[O:22])([O:3][CH2:4][CH:5]1[C:6]2[C:11](=[CH:10][CH:9]=[CH:8][CH:7]=2)[C:12]2[C:17]1=[CH:16][CH:15]=[CH:14][CH:13]=2)=[O:2].[CH2:39]([O:41][C:42](=[O:46])[CH2:43][CH2:44][NH2:45])[CH3:40]. The reactants are [C:1]([NH:18][CH2:19][CH2:20][C:21]([OH:23])=[O:22])([O:3][CH2:4][CH:5]1[C:17]2[C:12](=[CH:13][CH:14]=[CH:15][CH:16]=2)[C:11]2[C:6]1=[CH:7][CH:8]=[CH:9][CH:10]=2)=[O:2].C1C=CC2N(O)N=NC=2C=1.C(Cl)CCl.Cl.[CH2:39]([O:41][C:42](=[O:46])[CH2:43][CH2:44][NH2:45])[CH3:40].CCN(C(C)C)C(C)C. (2) The reactants are CN(C)C=O.[CH3:6][C:7]1[C:8]([N+:14]([O-])=O)=[C:9]([OH:13])[CH:10]=[CH:11][CH:12]=1.F[C:18]1[CH:23]=[CH:22][C:21]([S:24]([CH3:27])(=[O:26])=[O:25])=[CH:20][CH:19]=1.C(=O)([O-])[O-].[K+].[K+]. The catalyst is C(OCC)(=O)C. The product is [CH3:6][C:7]1[CH:12]=[CH:11][CH:10]=[C:9]([O:13][C:18]2[CH:23]=[CH:22][C:21]([S:24]([CH3:27])(=[O:26])=[O:25])=[CH:20][CH:19]=2)[C:8]=1[NH2:14]. The yield is 0.380. (3) The reactants are [CH:1]1([O:7][CH2:8][C@H:9]2[CH2:14][C@@H:13]([C:15](=[O:22])[CH2:16][C:17](OCC)=[O:18])[CH2:12][CH2:11][N:10]2[C:23]([O:25][CH3:26])=[O:24])[CH2:6][CH2:5][CH2:4][CH2:3][CH2:2]1.[OH-].[Na+].[NH2:29]O.Cl. The catalyst is CO.O.C(Cl)Cl. The product is [CH:1]1([O:7][CH2:8][C@H:9]2[CH2:14][C@@H:13]([C:15]3[O:22][NH:29][C:17](=[O:18])[CH:16]=3)[CH2:12][CH2:11][N:10]2[C:23]([O:25][CH3:26])=[O:24])[CH2:6][CH2:5][CH2:4][CH2:3][CH2:2]1. The yield is 0.410. (4) The reactants are [Br:1][C:2]1[C:3](Cl)=[N:4][CH:5]=[N:6][C:7]=1[C:8]([F:11])([F:10])[F:9].[CH3:13][O-:14].[Na+]. The catalyst is CO. The product is [Br:1][C:2]1[C:3]([O:14][CH3:13])=[N:4][CH:5]=[N:6][C:7]=1[C:8]([F:11])([F:10])[F:9]. The yield is 0.930. (5) The reactants are [CH3:1][N:2]1[CH2:7][CH2:6][CH:5]([NH:8][CH2:9][C:10]2[CH:15]=[C:14]([F:16])[CH:13]=[C:12]([N+:17]([O-])=O)[CH:11]=2)[CH2:4][CH2:3]1.CO.Cl.[OH-].[Na+]. The catalyst is C(OCC)(=O)C.[Fe]. The product is [CH3:1][N:2]1[CH2:3][CH2:4][CH:5]([NH:8][CH2:9][C:10]2[CH:15]=[C:14]([F:16])[CH:13]=[C:12]([NH2:17])[CH:11]=2)[CH2:6][CH2:7]1. The yield is 0.690. (6) The reactants are Br[C:2]1[CH:7]=[CH:6][C:5]([C:8]2[N:9]([C:24]3[CH:29]=[CH:28][C:27]([Cl:30])=[CH:26][CH:25]=3)[C:10](=[O:23])[C:11]3[CH:16]=[N:15][N:14]([C:17]4[CH:22]=[CH:21][CH:20]=[CH:19][CH:18]=4)[C:12]=3[N:13]=2)=[CH:4][CH:3]=1.C([Sn](CCCC)(CCCC)[C:36]1[CH:41]=[CH:40][CH:39]=[CH:38][N:37]=1)CCC. The catalyst is C1(C)C=CC=CC=1.C1C=CC([P]([Pd]([P](C2C=CC=CC=2)(C2C=CC=CC=2)C2C=CC=CC=2)([P](C2C=CC=CC=2)(C2C=CC=CC=2)C2C=CC=CC=2)[P](C2C=CC=CC=2)(C2C=CC=CC=2)C2C=CC=CC=2)(C2C=CC=CC=2)C2C=CC=CC=2)=CC=1. The product is [Cl:30][C:27]1[CH:28]=[CH:29][C:24]([N:9]2[C:10](=[O:23])[C:11]3[CH:16]=[N:15][N:14]([C:17]4[CH:22]=[CH:21][CH:20]=[CH:19][CH:18]=4)[C:12]=3[N:13]=[C:8]2[C:5]2[CH:4]=[CH:3][C:2]([C:36]3[CH:41]=[CH:40][CH:39]=[CH:38][N:37]=3)=[CH:7][CH:6]=2)=[CH:25][CH:26]=1. The yield is 0.460. (7) The reactants are [Br:1][C:2]1[C:3]([NH:9][C:10]2[CH:15]=[CH:14][CH:13]=[CH:12][C:11]=2[O:16][CH3:17])=[N:4][C:5](Cl)=[N:6][CH:7]=1.Cl.[CH2:19]([N:21]([CH2:32][CH3:33])[CH2:22][CH2:23][O:24][C:25]1[CH:31]=[CH:30][C:28]([NH2:29])=[CH:27][CH:26]=1)[CH3:20].Cl.O. The catalyst is C(O)CCC. The product is [Br:1][C:2]1[C:3]([NH:9][C:10]2[CH:15]=[CH:14][CH:13]=[CH:12][C:11]=2[O:16][CH3:17])=[N:4][C:5]([NH:29][C:28]2[CH:27]=[CH:26][C:25]([O:24][CH2:23][CH2:22][N:21]([CH2:32][CH3:33])[CH2:19][CH3:20])=[CH:31][CH:30]=2)=[N:6][CH:7]=1. The yield is 0.650.